Dataset: Peptide-MHC class I binding affinity with 185,985 pairs from IEDB/IMGT. Task: Regression. Given a peptide amino acid sequence and an MHC pseudo amino acid sequence, predict their binding affinity value. This is MHC class I binding data. (1) The peptide sequence is IRFPKTFGY. The MHC is HLA-A33:01 with pseudo-sequence HLA-A33:01. The binding affinity (normalized) is 0. (2) The peptide sequence is LLGLWGFAAA. The MHC is HLA-A02:03 with pseudo-sequence HLA-A02:03. The binding affinity (normalized) is 1.00. (3) The peptide sequence is AISDPCMGL. The MHC is HLA-B07:02 with pseudo-sequence HLA-B07:02. The binding affinity (normalized) is 0.0847. (4) The peptide sequence is APDGFYPFK. The MHC is HLA-A25:01 with pseudo-sequence HLA-A25:01. The binding affinity (normalized) is 0.0847. (5) The peptide sequence is MVEASGGRY. The MHC is HLA-A26:01 with pseudo-sequence HLA-A26:01. The binding affinity (normalized) is 0.329. (6) The peptide sequence is DVRTLLGLIL. The MHC is HLA-A02:01 with pseudo-sequence HLA-A02:01. The binding affinity (normalized) is 0.247. (7) The peptide sequence is EVAEKDAMY. The MHC is HLA-A11:01 with pseudo-sequence HLA-A11:01. The binding affinity (normalized) is 0.0847. (8) The peptide sequence is MLSVVGFLV. The MHC is HLA-A02:03 with pseudo-sequence HLA-A02:03. The binding affinity (normalized) is 0.884. (9) The peptide sequence is YTFTSLFSL. The MHC is HLA-C06:02 with pseudo-sequence HLA-C06:02. The binding affinity (normalized) is 0.539. (10) The peptide sequence is RRHWGGNVL. The MHC is HLA-B15:42 with pseudo-sequence HLA-B15:42. The binding affinity (normalized) is 0.213.